Predict the reaction yield, written as a fraction of the theoretical maximum amount of product (1.0 means a 100% yield; for example, 0.34 means a 34% yield). From a dataset of Reaction yield outcomes from USPTO patents with 853,638 reactions. (1) The reactants are [CH3:1][O:2][C:3]1[C:8]([CH3:9])=[CH:7][C:6]([NH:10][C:11](=[O:38])[CH2:12][N:13]([CH2:20][C:21]2[CH:26]=[CH:25][C:24]([CH2:27][C:28]([CH3:37])([CH3:36])[C:29]([O:31]C(C)(C)C)=[O:30])=[CH:23][CH:22]=2)[CH2:14][C:15]2[O:16][CH:17]=[CH:18][CH:19]=2)=[C:5]([CH3:39])[CH:4]=1.FC(F)(F)C(O)=O. The catalyst is ClCCl. The product is [CH3:1][O:2][C:3]1[C:8]([CH3:9])=[CH:7][C:6]([NH:10][C:11](=[O:38])[CH2:12][N:13]([CH2:20][C:21]2[CH:22]=[CH:23][C:24]([CH2:27][C:28]([CH3:36])([CH3:37])[C:29]([OH:31])=[O:30])=[CH:25][CH:26]=2)[CH2:14][C:15]2[O:16][CH:17]=[CH:18][CH:19]=2)=[C:5]([CH3:39])[CH:4]=1. The yield is 0.870. (2) The reactants are [CH:1]1[CH:2]=[N:3][C:4]([NH:7][S:8]([C:11]2[CH:12]=[CH:13][C:14]([NH2:17])=[CH:15][CH:16]=2)(=[O:10])=[O:9])=[N:5][CH:6]=1.Cl[CH2:19][C:20]1[NH:21][C:22]2[CH:28]=[CH:27][CH:26]=[CH:25][C:23]=2[N:24]=1.C(O)(=O)C. The catalyst is [OH-].[Na+]. The product is [NH:21]1[C:22]2[CH:28]=[CH:27][CH:26]=[CH:25][C:23]=2[N:24]=[C:20]1[CH2:19][NH:17][C:14]1[CH:15]=[CH:16][C:11]([S:8]([NH:7][C:4]2[N:5]=[CH:6][CH:1]=[CH:2][N:3]=2)(=[O:10])=[O:9])=[CH:12][CH:13]=1. The yield is 0.380.